From a dataset of Forward reaction prediction with 1.9M reactions from USPTO patents (1976-2016). Predict the product of the given reaction. (1) The product is: [F:19][C:20]1[CH:25]=[CH:24][C:23]([C:2]2[CH:18]=[CH:17][C:5]([O:6][CH:7]([CH3:16])[CH2:8][NH:9][S:10]([CH:13]([CH3:15])[CH3:14])(=[O:12])=[O:11])=[CH:4][CH:3]=2)=[CH:22][CH:21]=1. Given the reactants Br[C:2]1[CH:18]=[CH:17][C:5]([O:6][CH:7]([CH3:16])[CH2:8][NH:9][S:10]([CH:13]([CH3:15])[CH3:14])(=[O:12])=[O:11])=[CH:4][CH:3]=1.[F:19][C:20]1[CH:25]=[CH:24][C:23](B(O)O)=[CH:22][CH:21]=1.C(=O)([O-])[O-].[Na+].[Na+], predict the reaction product. (2) Given the reactants [OH:1][C:2]1[CH:7]=[CH:6][CH:5]=[CH:4][C:3]=1[C:8]1[N:13]=[C:12]([N:14]2[C:18]([C:19]([F:22])([F:21])[F:20])=[C:17]([C:23]([O:25][CH2:26][CH3:27])=[O:24])[CH:16]=[N:15]2)[CH:11]=[CH:10][CH:9]=1.I([Cl:31])(=O)=O.I(Cl)(=O)=O.I(Cl)(=O)=O.I(Cl)(=O)=O.C([N+](C)(C)C)C1C=CC=CC=1, predict the reaction product. The product is: [Cl:31][C:5]1[CH:6]=[CH:7][C:2]([OH:1])=[C:3]([C:8]2[N:13]=[C:12]([N:14]3[C:18]([C:19]([F:22])([F:21])[F:20])=[C:17]([C:23]([O:25][CH2:26][CH3:27])=[O:24])[CH:16]=[N:15]3)[CH:11]=[CH:10][CH:9]=2)[CH:4]=1. (3) Given the reactants C(OC([N:8]1[CH2:11][CH:10]([CH:12]2[CH2:17][CH2:16][O:15][CH2:14][CH2:13]2)[CH2:9]1)=O)(C)(C)C.O.C(O)(C(F)(F)F)=O, predict the reaction product. The product is: [O:15]1[CH2:16][CH2:17][CH:12]([CH:10]2[CH2:11][NH:8][CH2:9]2)[CH2:13][CH2:14]1. (4) Given the reactants [C:1](=O)(OC(Cl)(Cl)Cl)[O:2]C(Cl)(Cl)Cl.[NH2:13][C:14]1[CH:15]=[C:16]([CH:33]=[CH:34][C:35]=1[F:36])[O:17][C:18]1[N:23]=[C:22]2[S:24][C:25]([NH:27][C:28]([CH:30]3[CH2:32][CH2:31]3)=[O:29])=[N:26][C:21]2=[CH:20][CH:19]=1.C(N(CC)CC)C.[F:44][C:45]([F:56])([F:55])[O:46][C:47]1[CH:48]=[C:49]([CH2:53][NH2:54])[CH:50]=[CH:51][CH:52]=1, predict the reaction product. The product is: [F:36][C:35]1[CH:34]=[CH:33][C:16]([O:17][C:18]2[N:23]=[C:22]3[S:24][C:25]([NH:27][C:28]([CH:30]4[CH2:32][CH2:31]4)=[O:29])=[N:26][C:21]3=[CH:20][CH:19]=2)=[CH:15][C:14]=1[NH:13][C:1](=[O:2])[NH:54][CH2:53][C:49]1[CH:50]=[CH:51][CH:52]=[C:47]([O:46][C:45]([F:55])([F:56])[F:44])[CH:48]=1. (5) Given the reactants [F:1][C:2]1[CH:7]=[CH:6][C:5]([N:8]2[C:16]3[C:11](=[CH:12][C:13](CO)=[C:14]([CH3:17])[CH:15]=3)[CH:10]=[N:9]2)=[CH:4][CH:3]=1.B(F)(F)F.O(CC)[CH2:25]C.[CH3:29][O:30][C:31]([O:35][Si](C)(C)C)=[C:32]([CH3:34])[CH3:33], predict the reaction product. The product is: [F:1][C:2]1[CH:7]=[CH:6][C:5]([N:8]2[C:16]3[C:11](=[CH:12][C:13]([CH2:33][C:32]([CH3:25])([CH3:34])[C:31]([O:30][CH3:29])=[O:35])=[C:14]([CH3:17])[CH:15]=3)[CH:10]=[N:9]2)=[CH:4][CH:3]=1. (6) Given the reactants [BH4-].[Na+].O1CCCC1.[CH3:8][C:9]1[CH:17]=[CH:16][CH:15]=[C:14]([N+:18]([O-:20])=[O:19])[C:10]=1[C:11](O)=[O:12].CS(O)(=O)=O, predict the reaction product. The product is: [OH:12][CH2:11][C:10]1[C:9]([CH3:8])=[CH:17][CH:16]=[CH:15][C:14]=1[N+:18]([O-:20])=[O:19]. (7) Given the reactants [Br:1][C:2]1[CH:10]=[CH:9][C:5]([C:6](Cl)=[O:7])=[CH:4][CH:3]=1.[CH2:11]([N:18]1[C:23](=[O:24])[C:22]2[CH:25]=[CH:26][O:27][C:21]=2[N:20]=[C:19]1[CH:28]([NH:31][CH2:32][CH2:33][N:34]([CH3:36])[CH3:35])[CH2:29][CH3:30])[C:12]1[CH:17]=[CH:16][CH:15]=[CH:14][CH:13]=1.C(N(CC)C(C)C)(C)C, predict the reaction product. The product is: [CH2:11]([N:18]1[C:23](=[O:24])[C:22]2[CH:25]=[CH:26][O:27][C:21]=2[N:20]=[C:19]1[CH:28]([N:31]([CH2:32][CH2:33][N:34]([CH3:36])[CH3:35])[C:6](=[O:7])[C:5]1[CH:9]=[CH:10][C:2]([Br:1])=[CH:3][CH:4]=1)[CH2:29][CH3:30])[C:12]1[CH:13]=[CH:14][CH:15]=[CH:16][CH:17]=1. (8) The product is: [CH3:1][N:2]([CH3:48])[CH2:3][C:4]([N:6]1[C:15]2[C:10](=[CH:11][C:12]([O:46][CH3:47])=[C:13]([NH:16][C:17]3[N:30]=[C:21]([NH:22][C:23]4[CH:24]=[CH:25][CH:26]=[C:27]([F:32])[C:28]=4[C:29]([NH:50][CH3:49])=[O:31])[C:20]4[CH:33]=[CH:34][N:35]([S:36]([C:39]5[CH:40]=[CH:41][C:42]([CH3:45])=[CH:43][CH:44]=5)(=[O:38])=[O:37])[C:19]=4[N:18]=3)[CH:14]=2)[CH2:9][CH2:8][CH2:7]1)=[O:5]. Given the reactants [CH3:1][N:2]([CH3:48])[CH2:3][C:4]([N:6]1[C:15]2[C:10](=[CH:11][C:12]([O:46][CH3:47])=[C:13]([NH:16][C:17]3[N:30]4[C:21](=[N:22][C:23]5[C:28]([C:29]4=[O:31])=[C:27]([F:32])[CH:26]=[CH:25][CH:24]=5)[C:20]4[CH:33]=[CH:34][N:35]([S:36]([C:39]5[CH:44]=[CH:43][C:42]([CH3:45])=[CH:41][CH:40]=5)(=[O:38])=[O:37])[C:19]=4[N:18]=3)[CH:14]=2)[CH2:9][CH2:8][CH2:7]1)=[O:5].[CH3:49][NH2:50], predict the reaction product. (9) Given the reactants Br[CH2:2][CH2:3][O:4][C:5]1[CH:10]=[CH:9][C:8]([C:11]2[CH:12]=[C:13]3[C:21](=[C:22]([C:24](=[O:26])[NH2:25])[CH:23]=2)[NH:20][C:19]2[CH:18]=[C:17]([N:27]4[CH2:32][CH2:31][N:30]([C:33]([O:35][C:36]([CH3:39])([CH3:38])[CH3:37])=[O:34])[CH2:29][CH2:28]4)[CH:16]=[CH:15][C:14]3=2)=[CH:7][C:6]=1[Cl:40].[NH:41]1[CH2:46][CH2:45][O:44][CH2:43][CH2:42]1.C([O-])([O-])=O.[K+].[K+].O, predict the reaction product. The product is: [C:24]([C:22]1[CH:23]=[C:11]([C:8]2[CH:9]=[CH:10][C:5]([O:4][CH2:3][CH2:2][N:41]3[CH2:46][CH2:45][O:44][CH2:43][CH2:42]3)=[C:6]([Cl:40])[CH:7]=2)[CH:12]=[C:13]2[C:21]=1[NH:20][C:19]1[CH:18]=[C:17]([N:27]3[CH2:32][CH2:31][N:30]([C:33]([O:35][C:36]([CH3:39])([CH3:38])[CH3:37])=[O:34])[CH2:29][CH2:28]3)[CH:16]=[CH:15][C:14]2=1)(=[O:26])[NH2:25]. (10) Given the reactants C[O:2][C:3]([C:5]1[S:9][C:8]([N:10]2[CH2:15][CH2:14][N:13]([CH3:16])[CH2:12][CH2:11]2)=[N:7][CH:6]=1)=O.Cl.[NH2:18][OH:19].C[O-].[Na+].CO.Cl, predict the reaction product. The product is: [OH:19][NH:18][C:3]([C:5]1[S:9][C:8]([N:10]2[CH2:15][CH2:14][N:13]([CH3:16])[CH2:12][CH2:11]2)=[N:7][CH:6]=1)=[O:2].